Dataset: Forward reaction prediction with 1.9M reactions from USPTO patents (1976-2016). Task: Predict the product of the given reaction. Given the reactants [C:1]([CH:5]1[N:14]2[CH:9]([CH2:10][C:11](=[O:20])[C:12]([C:15]([O:17][CH2:18][CH3:19])=[O:16])=[CH:13]2)[C:8]2[CH:21]=[C:22]([O:31][CH3:32])[C:23]([O:25][CH2:26][CH2:27][CH2:28][O:29][CH3:30])=[CH:24][C:7]=2[CH2:6]1)([CH3:4])([CH3:3])[CH3:2].C1(Cl)C(=O)C(Cl)=C(Cl)C(=O)C=1Cl, predict the reaction product. The product is: [C:1]([CH:5]1[N:14]2[C:9](=[CH:10][C:11](=[O:20])[C:12]([C:15]([O:17][CH2:18][CH3:19])=[O:16])=[CH:13]2)[C:8]2[CH:21]=[C:22]([O:31][CH3:32])[C:23]([O:25][CH2:26][CH2:27][CH2:28][O:29][CH3:30])=[CH:24][C:7]=2[CH2:6]1)([CH3:2])([CH3:3])[CH3:4].